From a dataset of Full USPTO retrosynthesis dataset with 1.9M reactions from patents (1976-2016). Predict the reactants needed to synthesize the given product. Given the product [Br:12][C:13]1[CH:18]=[C:17]([N:1]2[C:9]3[C:4](=[N:5][CH:6]=[CH:7][CH:8]=3)[C:3]([C:10]#[N:11])=[N:2]2)[CH:16]=[CH:15][CH:14]=1, predict the reactants needed to synthesize it. The reactants are: [NH:1]1[C:9]2[C:4](=[N:5][CH:6]=[CH:7][CH:8]=2)[C:3]([C:10]#[N:11])=[N:2]1.[Br:12][C:13]1[CH:14]=[C:15](B(O)O)[CH:16]=[CH:17][CH:18]=1.